Task: Predict the product of the given reaction.. Dataset: Forward reaction prediction with 1.9M reactions from USPTO patents (1976-2016) (1) Given the reactants [OH:1][C:2]1[N:3]=[CH:4][C:5]([C:8]([OH:10])=[O:9])=[N:6][CH:7]=1.Cl.O1CCOC[CH2:13]1, predict the reaction product. The product is: [OH:1][C:2]1[N:3]=[CH:4][C:5]([C:8]([O:10][CH3:13])=[O:9])=[N:6][CH:7]=1. (2) Given the reactants [Cl:1][C:2]1[CH:3]=[C:4]([CH:55]=[CH:56][CH:57]=1)[O:5][C:6]1[CH:32]=[C:31]([N:33]2[CH2:38][CH2:37][N:36]([CH2:39][C:40]3[CH2:45][CH2:44][C:43]([CH3:47])([CH3:46])[CH2:42][C:41]=3[C:48]3[CH:53]=[CH:52][C:51]([Cl:54])=[CH:50][CH:49]=3)[CH2:35][CH2:34]2)[CH:30]=[CH:29][C:7]=1[C:8]([NH:10][S:11]([C:14]1[CH:19]=[CH:18][C:17]([NH:20][C@H:21]2[CH2:25][CH2:24][NH:23][CH2:22]2)=[C:16]([N+:26]([O-:28])=[O:27])[CH:15]=1)(=[O:13])=[O:12])=[O:9].[CH2:58]=O, predict the reaction product. The product is: [Cl:1][C:2]1[CH:3]=[C:4]([CH:55]=[CH:56][CH:57]=1)[O:5][C:6]1[CH:32]=[C:31]([N:33]2[CH2:34][CH2:35][N:36]([CH2:39][C:40]3[CH2:45][CH2:44][C:43]([CH3:47])([CH3:46])[CH2:42][C:41]=3[C:48]3[CH:49]=[CH:50][C:51]([Cl:54])=[CH:52][CH:53]=3)[CH2:37][CH2:38]2)[CH:30]=[CH:29][C:7]=1[C:8]([NH:10][S:11]([C:14]1[CH:19]=[CH:18][C:17]([NH:20][C@H:21]2[CH2:25][CH2:24][N:23]([CH3:58])[CH2:22]2)=[C:16]([N+:26]([O-:28])=[O:27])[CH:15]=1)(=[O:12])=[O:13])=[O:9]. (3) Given the reactants [Na+].[Na+].[Na+].[Na+].[O-:5][P:6]([O:9][P:10]([O:13][P:14]([O:17][P:18]([OH:21])([OH:20])=[O:19])([O-:16])=[O:15])([O-:12])=[O:11])(=[O:8])[O-:7].[C@@H:22]1([N:31]2[CH:38]=[CH:37][C:35](=[O:36])[NH:34][C:32]2=[O:33])[O:30][C@H:27]([CH2:28][OH:29])[C@@H:25]([OH:26])[C@H:23]1[OH:24].[C@@H:39]1([N:48]2[CH:55]=[CH:54][C:52](=[O:53])[NH:51][C:49]2=[O:50])[O:47][C@H:44]([CH2:45][OH:46])[C@@H:42]([OH:43])[C@H:40]1[OH:41].[Na+].[Na+].P(OC[C@H]1O[C@@H](N2C=CC(=O)NC2=O)[C@H](O)[C@@H]1O)(OP(O)([O-])=O)(=O)[O-].C([NH+](CCCC)CCCC)CCC.C1C(=O)NC(=O)N([C@@H]2O[C@H](COP(OP(O)(O)=O)(O)=O)[C@@H](O)[C@H]2O)C=1.C(N(CCCC)CCCC)CCC.C(=O)(O)[O-].[NH4+], predict the reaction product. The product is: [OH:21][P:18]([O:17][P:14]([O:13][P:10]([O:9][P:6]([OH:8])([OH:7])=[O:5])([OH:12])=[O:11])([OH:16])=[O:15])(=[O:19])[OH:20].[C@@H:22]1([N:31]2[CH:38]=[CH:37][C:35](=[O:36])[NH:34][C:32]2=[O:33])[O:30][C@H:27]([CH2:28][OH:29])[C@@H:25]([OH:26])[C@H:23]1[OH:24].[C@@H:39]1([N:48]2[CH:55]=[CH:54][C:52](=[O:53])[NH:51][C:49]2=[O:50])[O:47][C@H:44]([CH2:45][OH:46])[C@@H:42]([OH:43])[C@H:40]1[OH:41]. (4) Given the reactants [Br:1][C:2]1[CH:3]=[C:4]2[CH:10]=[CH:9][NH:8][C:5]2=[N:6][CH:7]=1.[H-].[Na+].[CH3:13][Si:14]([CH2:17][CH2:18][O:19][CH2:20]Cl)([CH3:16])[CH3:15], predict the reaction product. The product is: [Br:1][C:2]1[CH:3]=[C:4]2[CH:10]=[CH:9][N:8]([CH2:20][O:19][CH2:18][CH2:17][Si:14]([CH3:16])([CH3:15])[CH3:13])[C:5]2=[N:6][CH:7]=1. (5) The product is: [N:18]1[CH:19]=[C:20]([C:22]2[S:23][C:24]([Br:28])=[C:25]([CH3:27])[CH:26]=2)[CH:21]=[N:16][CH:17]=1. Given the reactants S1C=CC=C1.O1C=CN=C1.S1C=CN=C1.[N:16]1[CH:21]=[C:20]([C:22]2[S:23][CH:24]=[C:25]([CH3:27])[CH:26]=2)[CH:19]=[N:18][CH:17]=1.[Br:28]N1C(=O)CCC1=O, predict the reaction product. (6) Given the reactants I[C:2]1[N:6]2[CH:7]=[CH:8][C:9]([C:11]3[CH:18]=[CH:17][C:14]([CH:15]=[O:16])=[CH:13][CH:12]=3)=[CH:10][C:5]2=[N:4][CH:3]=1.[C:19]1(B(O)O)[CH:24]=[CH:23][CH:22]=[CH:21][CH:20]=1.C(=O)([O-])[O-].[Na+].[Na+].[Cl-].[Li+], predict the reaction product. The product is: [C:19]1([C:2]2[N:6]3[CH:7]=[CH:8][C:9]([C:11]4[CH:18]=[CH:17][C:14]([CH:15]=[O:16])=[CH:13][CH:12]=4)=[CH:10][C:5]3=[N:4][CH:3]=2)[CH:24]=[CH:23][CH:22]=[CH:21][CH:20]=1. (7) Given the reactants COC1C=C(OC)C=CC=1C[N:6]([CH2:10][CH:11]1[O:15][C:14](=[O:16])[N:13]([C:17]2[CH:18]=[CH:19][C:20]3[C:26](=[O:27])[CH2:25][CH2:24][CH2:23][S:22][C:21]=3[CH:28]=2)[CH2:12]1)[C:7](=[O:9])[CH3:8], predict the reaction product. The product is: [O:16]=[C:14]1[N:13]([C:17]2[CH:18]=[CH:19][C:20]3[C:26](=[O:27])[CH2:25][CH2:24][CH2:23][S:22][C:21]=3[CH:28]=2)[CH2:12][CH:11]([CH2:10][NH:6][C:7](=[O:9])[CH3:8])[O:15]1. (8) Given the reactants [C@H]1([CH2:11][N:12]2[CH2:17][CH2:16][CH:15]([NH:18][C:19]([C:21]3[NH:22][C:23]4[C:28]([CH:29]=3)=[C:27]([O:30][CH2:31][C:32]3[C:36]5[CH:37]=[C:38]([F:41])[CH:39]=[CH:40][C:35]=5[O:34][CH:33]=3)[CH:26]=[CH:25][CH:24]=4)=[O:20])[CH2:14][CH2:13]2)[C@@H]2N(CCCC2)CCC1.[ClH:42].Cl.Cl.NC1CCN([CH2:52][C@@H:53]([N:55]2[CH2:60][CH2:59][CH:58]([OH:61])[CH2:57][CH2:56]2)C)CC1, predict the reaction product. The product is: [ClH:42].[ClH:42].[OH:61][CH:58]1[CH2:59][CH2:60][N:55]([C@@H:53]([CH3:52])[CH2:11][N:12]2[CH2:17][CH2:16][CH:15]([NH:18][C:19]([C:21]3[NH:22][C:23]4[C:28]([CH:29]=3)=[C:27]([O:30][CH2:31][C:32]3[C:36]5[CH:37]=[C:38]([F:41])[CH:39]=[CH:40][C:35]=5[O:34][CH:33]=3)[CH:26]=[CH:25][CH:24]=4)=[O:20])[CH2:14][CH2:13]2)[CH2:56][CH2:57]1. (9) Given the reactants [Cl:1][C:2]1[CH:11]=[CH:10][C:9]2[N:8]=[C:7]([N:12]3[CH2:17][CH2:16][NH:15][CH2:14][CH2:13]3)[CH:6]=[CH:5][C:4]=2[C:3]=1[C:18]([NH:20][CH2:21][CH2:22][C:23]12[CH2:32][CH:27]3[CH2:28][CH:29]([CH2:31][CH:25]([CH2:26]3)[CH2:24]1)[CH2:30]2)=[O:19].[C:33]([O:37][CH3:38])(=[O:36])[CH:34]=[CH2:35].C(=O)(O)[O-].[Na+], predict the reaction product. The product is: [Cl:1][C:2]1[C:3]([C:18]([NH:20][CH2:21][CH2:22][C:23]23[CH2:32][CH:27]4[CH2:28][CH:29]([CH2:31][CH:25]([CH2:26]4)[CH2:24]2)[CH2:30]3)=[O:19])=[C:4]2[C:9](=[CH:10][CH:11]=1)[N:8]=[C:7]([N:12]1[CH2:17][CH2:16][N:15]([CH2:35][CH2:34][C:33]([O:37][CH3:38])=[O:36])[CH2:14][CH2:13]1)[CH:6]=[CH:5]2. (10) The product is: [F:1][C:2]1[CH:8]=[CH:7][C:5]([NH:6][C:18]([C:12](=[C:9]([CH3:10])[CH3:11])[C:13]([O:15][CH2:16][CH3:17])=[O:14])=[O:19])=[CH:4][CH:3]=1. Given the reactants [F:1][C:2]1[CH:8]=[CH:7][C:5]([NH2:6])=[CH:4][CH:3]=1.[C:9](=[C:12]([C:18](OCC)=[O:19])[C:13]([O:15][CH2:16][CH3:17])=[O:14])([CH3:11])[CH3:10].N1C=CN=C1, predict the reaction product.